This data is from Forward reaction prediction with 1.9M reactions from USPTO patents (1976-2016). The task is: Predict the product of the given reaction. (1) Given the reactants Cl[C:2]1[C:11]2[C:6](=[CH:7][CH:8]=[CH:9][C:10]=2[F:12])[N:5]=[CH:4][N:3]=1.[NH2:13][C:14]1[CH:19]=[CH:18][C:17]([OH:20])=[C:16]([Cl:21])[CH:15]=1.O.C(OCC)(=O)C, predict the reaction product. The product is: [Cl:21][C:16]1[CH:15]=[C:14]([NH:13][C:2]2[C:11]3[C:6](=[CH:7][CH:8]=[CH:9][C:10]=3[F:12])[N:5]=[CH:4][N:3]=2)[CH:19]=[CH:18][C:17]=1[OH:20]. (2) Given the reactants N1C=CC=[CH:3][C:2]=1C(O)=O.C([O-])([O-])=O.[Cs+].[Cs+].C([C:18]([CH2:25][CH3:26])([C:22]([O-:24])=[O:23])[C:19]([O-:21])=[O:20])C.[F:27][C:28]1[CH:29]=[C:30](I)C=C[CH:33]=1.[NH4+].[Cl-].O1CCO[CH2:39][CH2:38]1, predict the reaction product. The product is: [F:27][C:28]1[CH:33]=[C:25]([CH:18]([C:22]([O:24][CH2:38][CH3:39])=[O:23])[C:19]([O:21][CH2:2][CH3:3])=[O:20])[CH:26]=[CH:30][CH:29]=1. (3) Given the reactants [Cl-].[Al+3].[Cl-].[Cl-].[Cl:5][C:6]1[CH:14]=[C:13]([F:15])[CH:12]=[CH:11][C:7]=1[C:8](Cl)=[O:9].[F:16][C:17]1[CH:22]=[CH:21][CH:20]=[C:19]([F:23])[C:18]=1[C:24]1[N:28]([CH3:29])[N:27]=[C:26]([C:30]#[N:31])[CH:25]=1, predict the reaction product. The product is: [Cl:5][C:6]1[CH:14]=[C:13]([F:15])[CH:12]=[CH:11][C:7]=1[C:8]([C:25]1[C:26]([C:30]#[N:31])=[N:27][N:28]([CH3:29])[C:24]=1[C:18]1[C:19]([F:23])=[CH:20][CH:21]=[CH:22][C:17]=1[F:16])=[O:9]. (4) Given the reactants [F:1][CH:2]([F:14])[CH2:3][CH:4]1[CH2:13][C:12]2[C:7](=[CH:8][CH:9]=[CH:10][CH:11]=2)[NH:6][CH2:5]1.Br[C:16]1[C:20]2[CH2:21][N:22]([C:25](=[O:27])[CH3:26])[CH2:23][CH2:24][C:19]=2[N:18]([C@H:28]2[CH2:32][CH2:31][O:30][CH2:29]2)[N:17]=1.C1(P(C2CCCCC2)C2C=CC=CC=2C2C(OC(C)C)=CC=CC=2OC(C)C)CCCCC1.COC(C)(C)C.C(O[Na])(C)(C)C, predict the reaction product. The product is: [F:14][CH:2]([F:1])[CH2:3][CH:4]1[CH2:13][C:12]2[C:7](=[CH:8][CH:9]=[CH:10][CH:11]=2)[N:6]([C:16]2[C:20]3[CH2:21][N:22]([C:25](=[O:27])[CH3:26])[CH2:23][CH2:24][C:19]=3[N:18]([C@H:28]3[CH2:32][CH2:31][O:30][CH2:29]3)[N:17]=2)[CH2:5]1. (5) Given the reactants [C:1]([C:5]1[CH:10]=[CH:9][C:8]([N:11]2[C:15](=[O:16])[C:14]([CH3:18])([CH3:17])[N:13]([CH2:19][C:20]3[CH:25]=[CH:24][N:23]4[O:26][C:27](=S)[N:28]=[C:22]4[CH:21]=3)[C:12]2=[O:30])=[CH:7][CH:6]=1)([CH3:4])([CH3:3])[CH3:2].[CH3:31][NH:32][CH2:33][CH2:34][CH2:35][CH3:36], predict the reaction product. The product is: [CH2:33]([N:32]([CH3:31])[C:27]([NH:28][C:22]1[CH:21]=[C:20]([CH2:19][N:13]2[C:14]([CH3:18])([CH3:17])[C:15](=[O:16])[N:11]([C:8]3[CH:7]=[CH:6][C:5]([C:1]([CH3:3])([CH3:4])[CH3:2])=[CH:10][CH:9]=3)[C:12]2=[O:30])[CH:25]=[CH:24][N:23]=1)=[O:26])[CH2:34][CH2:35][CH3:36].